From a dataset of Forward reaction prediction with 1.9M reactions from USPTO patents (1976-2016). Predict the product of the given reaction. (1) Given the reactants [N+:1]([C:4]1[CH:5]=[C:6](/[CH:13]=[CH:14]\[C:15]2[N:16]=[C:17]([NH:20][C:21](=[O:23])[CH3:22])[S:18][CH:19]=2)[CH:7]=[CH:8][C:9]=1[N+:10]([O-])=O)([O-])=O.[N+](C1C=C(/C=C/C2N=C(NC(=O)C)SC=2)C=CC=1[N+]([O-])=O)([O-])=O.CO.[H][H], predict the reaction product. The product is: [NH2:1][C:4]1[CH:5]=[C:6]([CH2:13][CH2:14][C:15]2[N:16]=[C:17]([NH:20][C:21](=[O:23])[CH3:22])[S:18][CH:19]=2)[CH:7]=[CH:8][C:9]=1[NH2:10]. (2) Given the reactants Cl.Cl.[O:3]1[C:8]2=[CH:9][CH:10]=[CH:11][C:7]2=[CH:6][C:5]([CH:12]2[CH2:17][CH2:16][CH2:15][CH2:14][N:13]2[CH2:18][CH2:19][C@H:20]2[CH2:25][CH2:24][C@H:23]([NH2:26])[CH2:22][CH2:21]2)=[CH:4]1.[C:27]([CH2:29][C:30](O)=[O:31])#[N:28], predict the reaction product. The product is: [O:3]1[C:8]2=[CH:9][CH:10]=[CH:11][C:7]2=[CH:6][C:5]([CH:12]2[CH2:17][CH2:16][CH2:15][CH2:14][N:13]2[CH2:18][CH2:19][C@H:20]2[CH2:21][CH2:22][C@H:23]([NH:26][C:30](=[O:31])[CH2:29][C:27]#[N:28])[CH2:24][CH2:25]2)=[CH:4]1.